Dataset: Reaction yield outcomes from USPTO patents with 853,638 reactions. Task: Predict the reaction yield, written as a fraction of the theoretical maximum amount of product (1.0 means a 100% yield; for example, 0.34 means a 34% yield). (1) The yield is 0.600. No catalyst specified. The reactants are [NH:1]1[CH2:6][CH2:5][NH:4][CH2:3][CH2:2]1.Cl[C:8]1[CH:17]=[C:16]([Cl:18])[CH:15]=[C:14]2[C:9]=1[C:10](=[O:36])[C:11]([C:28]1[CH:33]=[CH:32][C:31]([O:34][CH3:35])=[CH:30][CH:29]=1)([CH3:27])[C:12](=[O:26])[N:13]2[CH2:19][CH:20]1[CH2:25][CH2:24][CH2:23][CH2:22][CH2:21]1. The product is [C:23]1([C:8]2[CH:17]=[CH:16][CH:15]=[CH:14][CH:9]=2)[CH:24]=[CH:25][C:20]([CH2:19][N:13]2[C:14]3[C:9](=[C:8]([N:1]4[CH2:6][CH2:5][NH:4][CH2:3][CH2:2]4)[CH:17]=[C:16]([Cl:18])[CH:15]=3)[C:10](=[O:36])[C:11]([C:28]3[CH:33]=[CH:32][C:31]([O:34][CH3:35])=[CH:30][CH:29]=3)([CH3:27])[C:12]2=[O:26])=[CH:21][CH:22]=1. (2) The reactants are [CH:1]1[C:10]2[C:5](=[CH:6][CH:7]=[CH:8][CH:9]=2)[CH:4]=[CH:3][C:2]=1[C:11]([NH:13][C:14]1[CH:35]=[CH:34][C:17]([CH2:18][C:19]2[C:27]3[C:22](=[CH:23][CH:24]=[CH:25][CH:26]=3)[N:21]([CH2:28][C:29]([O:31]CC)=[O:30])[N:20]=2)=[CH:16][CH:15]=1)=[O:12].O.[OH-].[Li+].O.Cl. The catalyst is O1CCCC1.CO. The yield is 0.871. The product is [CH:1]1[C:10]2[C:5](=[CH:6][CH:7]=[CH:8][CH:9]=2)[CH:4]=[CH:3][C:2]=1[C:11]([NH:13][C:14]1[CH:15]=[CH:16][C:17]([CH2:18][C:19]2[C:27]3[C:22](=[CH:23][CH:24]=[CH:25][CH:26]=3)[N:21]([CH2:28][C:29]([OH:31])=[O:30])[N:20]=2)=[CH:34][CH:35]=1)=[O:12]. (3) The reactants are [CH:1]1([N:7]2[C:12]([OH:13])=[C:11]([C:14]([NH:16][CH2:17][C:18]([O:20]CC)=[O:19])=[O:15])[C:10](=[O:23])[NH:9][C:8]2=[O:24])[CH2:6][CH2:5][CH2:4][CH2:3][CH2:2]1.[C:25](=O)([O-])[O-].[K+].[K+].[CH3:31][C:32]1[CH:37]=[CH:36][CH:35]=[CH:34][CH:33]=1.Cl. The catalyst is CN(C)C=O. The product is [CH:1]1([N:7]2[C:12]([OH:13])=[C:11]([C:14]([NH:16][CH2:17][C:18]([OH:20])=[O:19])=[O:15])[C:10](=[O:23])[N:9]([CH2:31][C:32]3[CH:37]=[CH:36][CH:35]=[CH:34][C:33]=3[CH3:25])[C:8]2=[O:24])[CH2:6][CH2:5][CH2:4][CH2:3][CH2:2]1. The yield is 0.0300. (4) The reactants are [C:1]1([C:7]2([CH3:14])[NH:11][C:10](=[O:12])[NH:9][C:8]2=[O:13])[CH2:6][CH2:5][CH2:4][CH2:3][CH:2]=1.Br[CH2:16][C:17]([C:19]1[CH:24]=[CH:23][CH:22]=[CH:21][CH:20]=1)=[O:18]. No catalyst specified. The product is [C:1]1([C:7]2([CH3:14])[NH:11][C:10](=[O:12])[N:9]([CH2:16][C:17](=[O:18])[C:19]3[CH:24]=[CH:23][CH:22]=[CH:21][CH:20]=3)[C:8]2=[O:13])[CH2:6][CH2:5][CH2:4][CH2:3][CH:2]=1. The yield is 0.190. (5) The reactants are [CH2:1](O)[C:2]1[CH:7]=[CH:6][CH:5]=[CH:4][CH:3]=1.FC(F)(F)[C:11]([OH:13])=[O:12].[NH2:16][C:17]1[CH:46]=[CH:45][C:20]2[NH:21][C:22]([C:27]3[C:28](=[O:44])[C:29]([CH2:41][CH2:42][CH3:43])([CH2:38][CH2:39][CH3:40])[C:30]4[C:35]([C:36]=3[OH:37])=[CH:34][CH:33]=[CH:32][CH:31]=4)=[N:23][S:24](=[O:26])(=[O:25])[C:19]=2[CH:18]=1.C(N(CC)CC)C. The catalyst is ClCCl.Cl. The product is [OH:37][C:36]1[C:35]2[C:30](=[CH:31][CH:32]=[CH:33][CH:34]=2)[C:29]([CH2:38][CH2:39][CH3:40])([CH2:41][CH2:42][CH3:43])[C:28](=[O:44])[C:27]=1[C:22]1[NH:21][C:20]2[CH:45]=[CH:46][C:17]([NH:16][S:24]([NH:23][C:11](=[O:12])[O:13][CH2:1][C:2]3[CH:7]=[CH:6][CH:5]=[CH:4][CH:3]=3)(=[O:26])=[O:25])=[CH:18][C:19]=2[S:24](=[O:26])(=[O:25])[N:23]=1. The yield is 0.170.